This data is from Catalyst prediction with 721,799 reactions and 888 catalyst types from USPTO. The task is: Predict which catalyst facilitates the given reaction. (1) Reactant: Br[C:2]1[CH:3]=[C:4]2[C:9](=[C:10]([CH:12]([CH3:14])[CH3:13])[CH:11]=1)[O:8][CH2:7][CH2:6][C:5]2([CH3:16])[CH3:15].[Li]CCCC.CN([CH:25]=[O:26])C.O. Product: [CH3:15][C:5]1([CH3:16])[C:4]2[C:9](=[C:10]([CH:12]([CH3:14])[CH3:13])[CH:11]=[C:2]([CH:25]=[O:26])[CH:3]=2)[O:8][CH2:7][CH2:6]1. The catalyst class is: 7. (2) Reactant: [C:1](Cl)(=O)[C:2]([Cl:4])=[O:3].[F:7][C:8]1([F:20])[O:12][C:11]2[CH:13]=[CH:14]C(C(O)=O)=[CH:16][C:10]=2[O:9]1. Product: [F:7][C:8]1([F:20])[O:12][C:11]2[CH:13]=[CH:14][C:1]([C:2]([Cl:4])=[O:3])=[CH:16][C:10]=2[O:9]1. The catalyst class is: 3. (3) Reactant: [CH2:1]([O:8][C:9]1[C:14](=[O:15])[C:13]([CH:16]([OH:21])[C:17]([F:20])([F:19])[F:18])=[CH:12][NH:11][C:10]=1[CH3:22])[C:2]1[CH:7]=[CH:6][CH:5]=[CH:4][CH:3]=1.[C:23](#N)C.C(=O)([O-])[O-].[K+].[K+].CI. Product: [CH2:1]([O:8][C:9]1[C:14](=[O:15])[C:13]([CH:16]([OH:21])[C:17]([F:20])([F:18])[F:19])=[CH:12][N:11]([CH3:23])[C:10]=1[CH3:22])[C:2]1[CH:3]=[CH:4][CH:5]=[CH:6][CH:7]=1. The catalyst class is: 4. (4) Reactant: [CH3:1][C:2]1[CH:33]=[CH:32][C:5]([C:6]([NH:8][C:9]2[CH:14]=[CH:13][C:12]([NH:15][CH2:16][CH2:17][C:18]3[N:23]=[C:22]([NH:24]C(=O)OC(C)(C)C)[CH:21]=[CH:20][CH:19]=3)=[CH:11][CH:10]=2)=[O:7])=[C:4]([N:34]2[CH2:39][CH2:38][CH:37]([CH3:40])[CH2:36][CH2:35]2)[CH:3]=1.FC(F)(F)C(O)=O. Product: [NH2:24][C:22]1[N:23]=[C:18]([CH2:17][CH2:16][NH:15][C:12]2[CH:11]=[CH:10][C:9]([NH:8][C:6](=[O:7])[C:5]3[CH:32]=[CH:33][C:2]([CH3:1])=[CH:3][C:4]=3[N:34]3[CH2:39][CH2:38][CH:37]([CH3:40])[CH2:36][CH2:35]3)=[CH:14][CH:13]=2)[CH:19]=[CH:20][CH:21]=1. The catalyst class is: 4. (5) Reactant: [Cl:1][C:2]1[CH:24]=[CH:23][C:5]([O:6][CH2:7][C:8]([CH:10]2[CH2:15][CH2:14][N:13](C(OC(C)(C)C)=O)[CH2:12][CH2:11]2)=[O:9])=[C:4]([NH:25][C:26]([NH2:28])=[O:27])[CH:3]=1. Product: [Cl:1][C:2]1[CH:24]=[CH:23][C:5]([O:6][CH2:7][C:8](=[O:9])[CH:10]2[CH2:15][CH2:14][NH:13][CH2:12][CH2:11]2)=[C:4]([NH:25][C:26]([NH2:28])=[O:27])[CH:3]=1. The catalyst class is: 157. (6) Reactant: [F:1][C:2]1[CH:10]=[C:9]([N+:11]([O-:13])=[O:12])[C:8]([O:14][CH3:15])=[CH:7][C:3]=1[C:4]([OH:6])=[O:5].[C:16]1(C)C=CC=CC=1.CO.C[Si](C=[N+]=[N-])(C)C. Product: [CH3:16][O:5][C:4](=[O:6])[C:3]1[CH:7]=[C:8]([O:14][CH3:15])[C:9]([N+:11]([O-:13])=[O:12])=[CH:10][C:2]=1[F:1]. The catalyst class is: 28. (7) Reactant: C(OC([N:8]1[C:16]2[CH:15]=[CH:14][N:13]=[CH:12][C:11]=2[C:10](Br)=[C:9]1[C:18]1[C:23]([F:24])=[CH:22][CH:21]=[CH:20][C:19]=1[F:25])=O)(C)(C)C.[Li]CCCC.C1C=CC(S(N(S(C2C=CC=CC=2)(=O)=O)[F:41])(=O)=O)=CC=1. Product: [F:25][C:19]1[CH:20]=[CH:21][CH:22]=[C:23]([F:24])[C:18]=1[C:9]1[NH:8][C:16]2[CH2:15][CH2:14][NH:13][CH2:12][C:11]=2[C:10]=1[F:41]. The catalyst class is: 1. (8) Reactant: [CH3:1][O:2][C:3](=[O:22])[C:4]1[CH:9]=[CH:8][CH:7]=[C:6]([CH2:10][N:11]2C(=O)C3C(=CC=CC=3)C2=O)[CH:5]=1.O.NN.[ClH:26]. Product: [ClH:26].[CH3:1][O:2][C:3](=[O:22])[C:4]1[CH:9]=[CH:8][CH:7]=[C:6]([CH2:10][NH2:11])[CH:5]=1. The catalyst class is: 24. (9) Reactant: [NH2:1][C:2]1[N:34]=[C:5]2[C:6]([C:24]3[CH:29]=[CH:28][CH:27]=[C:26]([C:30]([F:33])([F:32])[F:31])[CH:25]=3)=[C:7]([CH3:23])[C:8]([C:10]3[N:14]([C:15]4[CH:22]=[CH:21][C:18]([C:19]#[N:20])=[CH:17][CH:16]=4)[N:13]=[CH:12][CH:11]=3)=[CH:9][N:4]2[N:3]=1.Cl[C:36]([O:38][CH2:39][CH3:40])=[O:37]. Product: [CH2:39]([O:38][C:36](=[O:37])[NH:1][C:2]1[N:34]=[C:5]2[C:6]([C:24]3[CH:29]=[CH:28][CH:27]=[C:26]([C:30]([F:32])([F:33])[F:31])[CH:25]=3)=[C:7]([CH3:23])[C:8]([C:10]3[N:14]([C:15]4[CH:16]=[CH:17][C:18]([C:19]#[N:20])=[CH:21][CH:22]=4)[N:13]=[CH:12][CH:11]=3)=[CH:9][N:4]2[N:3]=1)[CH3:40]. The catalyst class is: 17. (10) Reactant: [Cl:1][C:2]1[C:11]([C:12]([O:14]C)=[O:13])=[C:10]([NH:16][CH2:17][C:18]2[CH:23]=[CH:22][C:21]([O:24][CH3:25])=[C:20]([Cl:26])[CH:19]=2)[C:9]2[C:4](=[CH:5][CH:6]=[C:7]([C:27]#[N:28])[CH:8]=2)[N:3]=1.[Li+].[OH-].O. Product: [Cl:1][C:2]1[C:11]([C:12]([OH:14])=[O:13])=[C:10]([NH:16][CH2:17][C:18]2[CH:23]=[CH:22][C:21]([O:24][CH3:25])=[C:20]([Cl:26])[CH:19]=2)[C:9]2[C:4](=[CH:5][CH:6]=[C:7]([C:27]#[N:28])[CH:8]=2)[N:3]=1. The catalyst class is: 12.